The task is: Predict the product of the given reaction.. This data is from Forward reaction prediction with 1.9M reactions from USPTO patents (1976-2016). (1) Given the reactants [Cl:1][C:2]1[CH:3]=[C:4]([C:8]2[O:16][C:15]3[CH:14]=[CH:13][NH:12][C:11](=[O:17])[C:10]=3[CH:9]=2)[CH:5]=[CH:6][CH:7]=1.F[C:19]1[CH:20]=[CH:21][C:22]([N+:26]([O-:28])=[O:27])=[C:23]([CH3:25])[CH:24]=1.C([O-])([O-])=O.[Cs+].[Cs+], predict the reaction product. The product is: [Cl:1][C:2]1[CH:3]=[C:4]([C:8]2[O:16][C:15]3[CH:14]=[CH:13][N:12]([C:19]4[CH:20]=[CH:21][C:22]([N+:26]([O-:28])=[O:27])=[C:23]([CH3:25])[CH:24]=4)[C:11](=[O:17])[C:10]=3[CH:9]=2)[CH:5]=[CH:6][CH:7]=1. (2) Given the reactants Br[C:2]1[S:6][C:5]([NH:7][C:8]([NH:10][C:11]2[C:16]([CH3:17])=[CH:15][C:14]([CH3:18])=[CH:13][C:12]=2[CH3:19])=[O:9])=[C:4]([C:20]([O:22][C:23]([CH3:26])([CH3:25])[CH3:24])=[O:21])[CH:3]=1.[CH3:27][O:28][C:29]1[CH:34]=[CH:33][C:32](B(O)O)=[CH:31][CH:30]=1.C([O-])([O-])=O.[Na+].[Na+], predict the reaction product. The product is: [CH3:27][O:28][C:29]1[CH:34]=[CH:33][C:32]([C:2]2[S:6][C:5]([NH:7][C:8]([NH:10][C:11]3[C:16]([CH3:17])=[CH:15][C:14]([CH3:18])=[CH:13][C:12]=3[CH3:19])=[O:9])=[C:4]([C:20]([O:22][C:23]([CH3:26])([CH3:25])[CH3:24])=[O:21])[CH:3]=2)=[CH:31][CH:30]=1. (3) The product is: [CH2:1]([N:5]1[C:10](=[O:11])[CH2:9][N:8]([C:21]([O:23][CH2:24][Cl:25])=[O:22])[C:7]([C:12]2[CH:17]=[C:16]([Cl:18])[CH:15]=[C:14]([Cl:19])[CH:13]=2)=[N:6]1)[CH2:2][CH2:3][CH3:4]. Given the reactants [CH2:1]([N:5]1[C:10](=[O:11])[CH2:9][NH:8][C:7]([C:12]2[CH:17]=[C:16]([Cl:18])[CH:15]=[C:14]([Cl:19])[CH:13]=2)=[N:6]1)[CH2:2][CH2:3][CH3:4].Cl[C:21]([O:23][CH2:24][Cl:25])=[O:22], predict the reaction product. (4) Given the reactants [CH3:1][O:2][CH2:3][C:4]1[CH:10]=[CH:9][CH:8]=[CH:7][C:5]=1[NH2:6].ClOC(C)(C)C.[CH3:17][S:18][CH2:19][C:20]1[N:25]=[C:24]([O:26][CH3:27])[CH:23]=[C:22]([O:28][CH3:29])[N:21]=1.C[O-].[Na+], predict the reaction product. The product is: [CH3:27][O:26][C:24]1[CH:23]=[C:22]([O:28][CH3:29])[N:21]=[C:20]([CH:19]([S:18][CH3:17])[C:7]2[CH:8]=[CH:9][CH:10]=[C:4]([CH2:3][O:2][CH3:1])[C:5]=2[NH2:6])[N:25]=1. (5) Given the reactants [Br:1][C:2]1[CH:3]=[CH:4][C:5](F)=[C:6]([N+:8]([O-:10])=[O:9])[CH:7]=1.Cl.[NH2:13][C@@H:14]([CH2:18][CH3:19])[C:15]([NH2:17])=[O:16], predict the reaction product. The product is: [Br:1][C:2]1[CH:3]=[CH:4][C:5]([NH:13][C@@H:14]([CH2:18][CH3:19])[C:15]([NH2:17])=[O:16])=[C:6]([N+:8]([O-:10])=[O:9])[CH:7]=1. (6) The product is: [ClH:40].[F:23][C:17]1[CH:18]=[CH:19][C:20]([F:22])=[CH:21][C:16]=1[C:7]1[S:6][C@@:5]([CH2:4][CH2:3][CH2:2][NH:1][C:31]([NH2:30])=[N:43][O:42][CH3:41])([C:24]2[CH:29]=[CH:28][CH:27]=[CH:26][CH:25]=2)[N:9]([C:10](=[O:15])[C@@H:11]([O:13][CH3:14])[CH3:12])[N:8]=1. Given the reactants [NH2:1][CH2:2][CH2:3][CH2:4][C@:5]1([C:24]2[CH:29]=[CH:28][CH:27]=[CH:26][CH:25]=2)[N:9]([C:10](=[O:15])[C@@H:11]([O:13][CH3:14])[CH3:12])[N:8]=[C:7]([C:16]2[CH:21]=[C:20]([F:22])[CH:19]=[CH:18][C:17]=2[F:23])[S:6]1.[N:30]#[C:31]Br.C(N(CC)CC)C.[ClH:40].[CH3:41][O:42][NH2:43], predict the reaction product.